This data is from Reaction yield outcomes from USPTO patents with 853,638 reactions. The task is: Predict the reaction yield, written as a fraction of the theoretical maximum amount of product (1.0 means a 100% yield; for example, 0.34 means a 34% yield). The reactants are C1(P(C2C=CC=CC=2)C2C=CC=CC=2)C=CC=CC=1.[F:20][C:21]([F:34])([F:33])[C:22]1[C:30]([CH2:31][OH:32])=[C:25]2[CH:26]=[CH:27][CH:28]=[CH:29][N:24]2[N:23]=1.[CH2:35]([N:42]1[CH2:47][CH2:46][N:45]([C@@H:48]([CH2:53][NH:54][C:55](=[O:63])[C:56]2[CH:61]=[CH:60][C:59](O)=[CH:58][CH:57]=2)[C:49]([O:51][CH3:52])=[O:50])[CH2:44][CH2:43]1)[C:36]1[CH:41]=[CH:40][CH:39]=[CH:38][CH:37]=1.N(C(OC(C)C)=O)=NC(OC(C)C)=O. The catalyst is O1CCCC1. The product is [CH2:35]([N:42]1[CH2:43][CH2:44][N:45]([C@@H:48]([CH2:53][NH:54][C:55](=[O:63])[C:56]2[CH:57]=[CH:58][C:59]([O:32][CH2:31][C:30]3[C:22]([C:21]([F:20])([F:33])[F:34])=[N:23][N:24]4[CH:29]=[CH:28][CH:27]=[CH:26][C:25]=34)=[CH:60][CH:61]=2)[C:49]([O:51][CH3:52])=[O:50])[CH2:46][CH2:47]1)[C:36]1[CH:41]=[CH:40][CH:39]=[CH:38][CH:37]=1. The yield is 0.490.